Dataset: Merck oncology drug combination screen with 23,052 pairs across 39 cell lines. Task: Regression. Given two drug SMILES strings and cell line genomic features, predict the synergy score measuring deviation from expected non-interaction effect. (1) Drug 1: O=C(O)C1(Cc2cccc(Nc3nccs3)n2)CCC(Oc2cccc(Cl)c2F)CC1. Drug 2: COC1CC2CCC(C)C(O)(O2)C(=O)C(=O)N2CCCCC2C(=O)OC(C(C)CC2CCC(OP(C)(C)=O)C(OC)C2)CC(=O)C(C)C=C(C)C(O)C(OC)C(=O)C(C)CC(C)C=CC=CC=C1C. Cell line: OCUBM. Synergy scores: synergy=16.2. (2) Drug 1: Cn1nnc2c(C(N)=O)ncn2c1=O. Drug 2: CC(C)CC(NC(=O)C(Cc1ccccc1)NC(=O)c1cnccn1)B(O)O. Cell line: EFM192B. Synergy scores: synergy=-30.2. (3) Drug 1: CC(=O)OC1C(=O)C2(C)C(O)CC3OCC3(OC(C)=O)C2C(OC(=O)c2ccccc2)C2(O)CC(OC(=O)C(O)C(NC(=O)c3ccccc3)c3ccccc3)C(C)=C1C2(C)C. Drug 2: CS(=O)(=O)CCNCc1ccc(-c2ccc3ncnc(Nc4ccc(OCc5cccc(F)c5)c(Cl)c4)c3c2)o1. Cell line: PA1. Synergy scores: synergy=-2.64. (4) Drug 1: NC1(c2ccc(-c3nc4ccn5c(=O)[nH]nc5c4cc3-c3ccccc3)cc2)CCC1. Drug 2: Cn1c(=O)n(-c2ccc(C(C)(C)C#N)cc2)c2c3cc(-c4cnc5ccccc5c4)ccc3ncc21. Cell line: PA1. Synergy scores: synergy=52.2. (5) Drug 1: N.N.O=C(O)C1(C(=O)O)CCC1.[Pt]. Drug 2: CCN(CC)CCNC(=O)c1c(C)[nH]c(C=C2C(=O)Nc3ccc(F)cc32)c1C. Cell line: NCIH23. Synergy scores: synergy=-10.2.